This data is from Catalyst prediction with 721,799 reactions and 888 catalyst types from USPTO. The task is: Predict which catalyst facilitates the given reaction. (1) Reactant: [C:1]([Si:5]([CH3:30])([CH3:29])[O:6][CH:7]1[CH:16]([C:17]2[CH:22]=[CH:21][CH:20]=[CH:19][CH:18]=2)[NH:15][C:14]2[C:13]3=[N:23][C:24]([CH3:27])=[C:25]([CH3:26])[N:12]3[CH2:11][CH2:10][C:9]=2[C:8]1=[O:28])([CH3:4])([CH3:3])[CH3:2].C(C1C(=O)C(Cl)=C(Cl)C(=O)C=1C#N)#N. Product: [C:1]([Si:5]([CH3:30])([CH3:29])[O:6][CH:7]1[CH:16]([C:17]2[CH:22]=[CH:21][CH:20]=[CH:19][CH:18]=2)[NH:15][C:14]2[C:13]3=[N:23][C:24]([CH3:27])=[C:25]([CH3:26])[N:12]3[CH:11]=[CH:10][C:9]=2[C:8]1=[O:28])([CH3:4])([CH3:3])[CH3:2]. The catalyst class is: 182. (2) Reactant: [CH3:1][C:2]1[CH:7]=[CH:6][C:5]([O:8][C:9]2(S(C3C=CC=CC=3)(=O)=O)[CH2:11][CH2:10]2)=[CH:4][N:3]=1.P([O-])([O-])[O-].[Na+].[Na+].[Na+].C(=O)([O-])O.[Na+]. Product: [CH:9]1([O:8][C:5]2[CH:6]=[CH:7][C:2]([CH3:1])=[N:3][CH:4]=2)[CH2:11][CH2:10]1. The catalyst class is: 5. (3) Reactant: [CH:1]([CH:3]=O)=[O:2].[CH2:5]([NH:7][CH2:8][C:9]([C:12]1[CH:17]=[CH:16][CH:15]=[CH:14][CH:13]=1)([OH:11])[CH3:10])[CH3:6]. Product: [CH2:5]([N:7]1[CH2:8][C:9]([CH3:10])([C:12]2[CH:17]=[CH:16][CH:15]=[CH:14][CH:13]=2)[O:11][C:1](=[O:2])[CH2:3]1)[CH3:6]. The catalyst class is: 11.